Dataset: TCR-epitope binding with 47,182 pairs between 192 epitopes and 23,139 TCRs. Task: Binary Classification. Given a T-cell receptor sequence (or CDR3 region) and an epitope sequence, predict whether binding occurs between them. (1) The epitope is LLMPILTLT. Result: 0 (the TCR does not bind to the epitope). The TCR CDR3 sequence is CASSPGLLAGGSSWETQYF. (2) The epitope is FRYMNSQGL. The TCR CDR3 sequence is CASSLYRQGADGYTF. Result: 0 (the TCR does not bind to the epitope). (3) The epitope is YLNTLTLAV. The TCR CDR3 sequence is CASSTGGYEQYF. Result: 1 (the TCR binds to the epitope). (4) The TCR CDR3 sequence is CASSKGRWRTSGRAAKNIQYF. Result: 0 (the TCR does not bind to the epitope). The epitope is YVLDHLIVV. (5) The epitope is GTITVEELK. The TCR CDR3 sequence is CASSLGGTKNEQFF. Result: 1 (the TCR binds to the epitope). (6) The epitope is RISNCVADY. The TCR CDR3 sequence is CASSLASGPSYEQYF. Result: 0 (the TCR does not bind to the epitope). (7) Result: 0 (the TCR does not bind to the epitope). The TCR CDR3 sequence is CASSQEPGAPNTGELFF. The epitope is KRWIILGLNK. (8) The epitope is GTSGSPIIDK. Result: 1 (the TCR binds to the epitope). The TCR CDR3 sequence is CAIRAGTATYGYTF. (9) The epitope is RAKFKQLL. The TCR CDR3 sequence is CASSFWPGRNLLWGYTF. Result: 1 (the TCR binds to the epitope).